This data is from Catalyst prediction with 721,799 reactions and 888 catalyst types from USPTO. The task is: Predict which catalyst facilitates the given reaction. (1) Reactant: [C:1]1([NH2:8])[CH:6]=[CH:5][CH:4]=[CH:3][C:2]=1[NH2:7].[CH3:9]N(C)C(=O)C.C(O)CCC.OP(O)(O)=O. Product: [N:7]1[C:2]2[CH:3]=[CH:4][CH:5]=[CH:6][C:1]=2[NH:8][CH:9]=1. The catalyst class is: 11. (2) Reactant: [Cl:1][C:2]1[C:3](F)=[C:4]([F:28])[CH:5]=[C:6]2[C:11]=1[N:10]([CH:12]1[CH2:14][CH2:13]1)[CH:9]=[C:8]([C:15]([NH:17][CH2:18][C:19]1[CH:24]=[CH:23][C:22]([Cl:25])=[CH:21][C:20]=1[Cl:26])=[O:16])[C:7]2=[O:27].[CH:30]1([NH:36][C:37]([CH:39]2[CH2:44][CH2:43][NH:42][CH2:41][CH2:40]2)=[O:38])[CH2:35][CH2:34][CH2:33][CH2:32][CH2:31]1.C(N(CC)CC)C. Product: [Cl:1][C:2]1[C:3]([N:42]2[CH2:43][CH2:44][CH:39]([C:37]([NH:36][CH:30]3[CH2:31][CH2:32][CH2:33][CH2:34][CH2:35]3)=[O:38])[CH2:40][CH2:41]2)=[C:4]([F:28])[CH:5]=[C:6]2[C:11]=1[N:10]([CH:12]1[CH2:14][CH2:13]1)[CH:9]=[C:8]([C:15]([NH:17][CH2:18][C:19]1[CH:24]=[CH:23][C:22]([Cl:25])=[CH:21][C:20]=1[Cl:26])=[O:16])[C:7]2=[O:27]. The catalyst class is: 16. (3) Reactant: [O:1]1[CH2:6][CH2:5][CH2:4][CH2:3][CH:2]1[CH2:7][OH:8].[H-].[Na+].[CH2:11](Br)[C:12]1[CH:17]=[CH:16][CH:15]=[CH:14][CH:13]=1. Product: [CH2:11]([O:8][CH2:7][CH:2]1[CH2:3][CH2:4][CH2:5][CH2:6][O:1]1)[C:12]1[CH:17]=[CH:16][CH:15]=[CH:14][CH:13]=1. The catalyst class is: 1. (4) Reactant: [Br:1][C:2]1[C:3]([O:9][CH3:10])=[N:4][C:5](Cl)=[N:6][CH:7]=1.[CH3:11][NH:12][CH2:13][CH2:14][OH:15]. Product: [Br:1][C:2]1[C:3]([O:9][CH3:10])=[N:4][C:5]([N:12]([CH3:11])[CH2:13][CH2:14][OH:15])=[N:6][CH:7]=1. The catalyst class is: 1. (5) Reactant: C1(OC([N:10]2[CH:15]([C:16]3[CH:21]=[CH:20][C:19]([Cl:22])=[C:18]([O:23][CH3:24])[C:17]=3[F:25])[CH2:14][C:13](=[O:26])[CH:12]=[C:11]2[C:27]([O:29][CH3:30])=[O:28])=O)C=CC=CC=1.C[O-].[Na+]. Product: [CH3:30][O:29][C:27]([C:11]1[NH:10][CH:15]([C:16]2[CH:21]=[CH:20][C:19]([Cl:22])=[C:18]([O:23][CH3:24])[C:17]=2[F:25])[CH2:14][C:13](=[O:26])[CH:12]=1)=[O:28]. The catalyst class is: 5. (6) Reactant: [Si]([O:8][CH2:9][CH2:10][N:11]1[CH2:22][C:21]2[C:23]([O:28]C)=[N:24][C:25]([CH3:27])=[CH:26][C:20]=2[CH2:19][CH2:18][CH:17]=[CH:16][CH2:15][C:14]2[C:30]([N:34]([CH2:41][CH3:42])[CH:35]3[CH2:40][CH2:39][O:38][CH2:37][CH2:36]3)=[CH:31][CH:32]=[CH:33][C:13]=2[C:12]1=[O:43])(C(C)(C)C)(C)C.Cl. Product: [CH2:41]([N:34]([CH:35]1[CH2:40][CH2:39][O:38][CH2:37][CH2:36]1)[C:30]1[C:14]2[CH2:15][CH:16]=[CH:17][CH2:18][CH2:19][C:20]3[CH:26]=[C:25]([CH3:27])[NH:24][C:23](=[O:28])[C:21]=3[CH2:22][N:11]([CH2:10][CH2:9][OH:8])[C:12](=[O:43])[C:13]=2[CH:33]=[CH:32][CH:31]=1)[CH3:42]. The catalyst class is: 169.